This data is from Full USPTO retrosynthesis dataset with 1.9M reactions from patents (1976-2016). The task is: Predict the reactants needed to synthesize the given product. (1) Given the product [F:21][C:22]1[CH:27]=[CH:26][CH:25]=[CH:24][C:23]=1[CH2:28][CH2:29][O:30][S:7]([C:4]1[CH:5]=[CH:6][C:1]([CH3:11])=[CH:2][CH:3]=1)(=[O:9])=[O:8], predict the reactants needed to synthesize it. The reactants are: [C:1]1([CH3:11])[CH:6]=[CH:5][C:4]([S:7](Cl)(=[O:9])=[O:8])=[CH:3][CH:2]=1.C(N(C(C)C)CC)(C)C.[F:21][C:22]1[CH:27]=[CH:26][CH:25]=[CH:24][C:23]=1[CH2:28][CH2:29][OH:30].[Cl-].[NH4+]. (2) Given the product [CH3:7][C:8](=[CH:11][CH:12]([CH3:18])[CH2:13][CH:14]=[C:15]([CH3:17])[CH3:16])[CH2:9][OH:10], predict the reactants needed to synthesize it. The reactants are: [H-].[H-].[H-].[H-].[Li+].[Al+3].[CH3:7][C:8](=[CH:11][CH:12]([CH3:18])[CH2:13][CH:14]=[C:15]([CH3:17])[CH3:16])[CH:9]=[O:10].O.[OH-].[Na+].